Predict which catalyst facilitates the given reaction. From a dataset of Catalyst prediction with 721,799 reactions and 888 catalyst types from USPTO. (1) Product: [CH3:1][O:2][C:3]([C:5]1[S:9][CH:8]=[N:7][C:6]=1[NH2:14])=[O:4]. The catalyst class is: 24. Reactant: [CH3:1][O:2][C:3]([C:5]1[S:9][C:8](S(C)(=O)=O)=[N:7][C:6]=1[NH2:14])=[O:4].C1COCC1.[BH4-].[Na+].C(OCC)(=O)C. (2) Reactant: [C:1]([C:5]1[CH:12]=[CH:11][C:8]([CH:9]=O)=[CH:7][CH:6]=1)([CH3:4])([CH3:3])[CH3:2].[CH2:13]([O:15][C:16]1[CH:17]=[C:18]([CH:22]=[CH:23][CH:24]=1)[CH2:19][CH2:20][NH2:21])[CH3:14].[BH4-].[Na+].Cl. Product: [C:1]([C:5]1[CH:12]=[CH:11][C:8]([CH2:9][NH:21][CH2:20][CH2:19][C:18]2[CH:22]=[CH:23][CH:24]=[C:16]([O:15][CH2:13][CH3:14])[CH:17]=2)=[CH:7][CH:6]=1)([CH3:4])([CH3:3])[CH3:2]. The catalyst class is: 5. (3) Reactant: [O:1]1[C:5]2[CH:6]=[CH:7][C:8]([CH:10]3[C:14]4[NH:15][C:16]5[CH:17]=[CH:18][CH:19]=[CH:20][C:21]=5[C:22](=[O:23])[C:13]=4[CH2:12][NH:11]3)=[CH:9][C:4]=2[CH2:3][CH2:2]1.Cl[C:25]1[CH:30]=[CH:29][C:28]([C:31]2[N:32]([CH3:36])[CH:33]=[N:34][CH:35]=2)=[CH:27][N:26]=1.C1(C2C=CC=CC=2)C=CC=CC=1P(C1CCCCC1)C1CCCCC1.CC([O-])(C)C.[Na+]. Product: [O:1]1[C:5]2[CH:6]=[CH:7][C:8]([CH:10]3[C:14]4[NH:15][C:16]5[CH:17]=[CH:18][CH:19]=[CH:20][C:21]=5[C:22](=[O:23])[C:13]=4[CH2:12][N:11]3[C:25]3[CH:30]=[CH:29][C:28]([C:31]4[N:32]([CH3:36])[CH:33]=[N:34][CH:35]=4)=[CH:27][N:26]=3)=[CH:9][C:4]=2[CH2:3][CH2:2]1. The catalyst class is: 231. (4) Reactant: [C:1]1([CH:7]([C:47]2[CH:52]=[CH:51][CH:50]=[CH:49][CH:48]=2)[N:8]2[CH:13]=[CH:12][CH:11]=[C:10]([C:14]([NH:16][C@@H:17]([CH2:21][C:22]3[N:23]=[CH:24][N:25](C(C4C=CC=CC=4)(C4C=CC=CC=4)C4C=CC=CC=4)[CH:26]=3)[C:18]([OH:20])=[O:19])=[O:15])[C:9]2=[O:46])[CH:6]=[CH:5][CH:4]=[CH:3][CH:2]=1.[C:53]([OH:59])([C:55]([F:58])([F:57])[F:56])=[O:54].C([SiH](CC)CC)C. Product: [C:47]1([CH:7]([C:1]2[CH:2]=[CH:3][CH:4]=[CH:5][CH:6]=2)[N:8]2[CH:13]=[CH:12][CH:11]=[C:10]([C:14]([NH:16][C@@H:17]([CH2:21][C:22]3[N:23]=[CH:24][NH:25][CH:26]=3)[C:18]([OH:20])=[O:19])=[O:15])[C:9]2=[O:46])[CH:52]=[CH:51][CH:50]=[CH:49][CH:48]=1.[C:53]([OH:59])([C:55]([F:58])([F:57])[F:56])=[O:54]. The catalyst class is: 6.